Dataset: Blood-brain barrier permeability classification from the B3DB database. Task: Regression/Classification. Given a drug SMILES string, predict its absorption, distribution, metabolism, or excretion properties. Task type varies by dataset: regression for continuous measurements (e.g., permeability, clearance, half-life) or binary classification for categorical outcomes (e.g., BBB penetration, CYP inhibition). Dataset: b3db_classification. (1) The molecule is CN1CCCC1c1cccnc1. The result is 1 (penetrates BBB). (2) The drug is CNCC[C@@H](O)[C@@H]1C[C@H](SC2=C(C(=O)O)N3C(=O)[C@H]([C@@H](C)O)[C@H]3[C@H]2C)CN1. The result is 0 (does not penetrate BBB). (3) The compound is Oc1ccc2c3c1OC1C(O)CCC4(O)C(C2)N(CC2CCC2)CCC314. The result is 1 (penetrates BBB). (4) The result is 1 (penetrates BBB). The compound is COc1cc(C(=O)C=CN2CC=CC2)cc(OC)c1OC. (5) The compound is O=C(O)[C@H]1CCN1C12CC3CC(CC(C3)C1)C2. The result is 1 (penetrates BBB). (6) The molecule is CC1(C)OC2CC3C4CC(F)C5=CC(=O)C=CC5(C)C4C(O)CC3(C)C2(C(=O)CO)O1. The result is 1 (penetrates BBB). (7) The compound is CO/N=C(\C(=O)N[C@H]1C(=O)N2C(C(=O)O)=C(Cn3nnc(C)n3)CS[C@@H]12)c1csc(N)n1. The result is 0 (does not penetrate BBB).